This data is from Peptide-MHC class II binding affinity with 134,281 pairs from IEDB. The task is: Regression. Given a peptide amino acid sequence and an MHC pseudo amino acid sequence, predict their binding affinity value. This is MHC class II binding data. (1) The peptide sequence is AMTDTTPFGQQRVFK. The MHC is DRB1_1101 with pseudo-sequence DRB1_1101. The binding affinity (normalized) is 0.451. (2) The peptide sequence is KTHESHLVRSWVTAG. The MHC is HLA-DQA10201-DQB10301 with pseudo-sequence HLA-DQA10201-DQB10301. The binding affinity (normalized) is 0.361. (3) The peptide sequence is AMYMALIAAFSIRPGK. The MHC is HLA-DQA10303-DQB10402 with pseudo-sequence HLA-DQA10303-DQB10402. The binding affinity (normalized) is 0. (4) The peptide sequence is EKKYFQATQFEPLAA. The MHC is DRB1_1602 with pseudo-sequence DRB1_1602. The binding affinity (normalized) is 0.550. (5) The peptide sequence is GQEKYTDYLTVMDRY. The MHC is HLA-DQA10501-DQB10402 with pseudo-sequence HLA-DQA10501-DQB10402. The binding affinity (normalized) is 0.304. (6) The peptide sequence is AKEVKYTVFETALKK. The MHC is HLA-DQA10501-DQB10301 with pseudo-sequence HLA-DQA10501-DQB10301. The binding affinity (normalized) is 0.258. (7) The peptide sequence is INEPTAGAIAYGLDR. The MHC is HLA-DQA10102-DQB10602 with pseudo-sequence HLA-DQA10102-DQB10602. The binding affinity (normalized) is 0.589. (8) The peptide sequence is VESALHLFKTTVNSL. The MHC is DRB1_0101 with pseudo-sequence DRB1_0101. The binding affinity (normalized) is 0.227. (9) The peptide sequence is LGASPYKLGPSPKAR. The MHC is HLA-DPA10103-DPB10401 with pseudo-sequence HLA-DPA10103-DPB10401. The binding affinity (normalized) is 0.